From a dataset of NCI-60 drug combinations with 297,098 pairs across 59 cell lines. Regression. Given two drug SMILES strings and cell line genomic features, predict the synergy score measuring deviation from expected non-interaction effect. (1) Drug 2: CC1CCCC2(C(O2)CC(NC(=O)CC(C(C(=O)C(C1O)C)(C)C)O)C(=CC3=CSC(=N3)C)C)C. Synergy scores: CSS=57.6, Synergy_ZIP=4.78, Synergy_Bliss=4.64, Synergy_Loewe=-20.4, Synergy_HSA=5.68. Cell line: HCC-2998. Drug 1: CC1=C(C=C(C=C1)NC(=O)C2=CC=C(C=C2)CN3CCN(CC3)C)NC4=NC=CC(=N4)C5=CN=CC=C5. (2) Drug 1: CNC(=O)C1=NC=CC(=C1)OC2=CC=C(C=C2)NC(=O)NC3=CC(=C(C=C3)Cl)C(F)(F)F. Drug 2: C1=NC2=C(N1)C(=S)N=CN2. Cell line: 786-0. Synergy scores: CSS=51.3, Synergy_ZIP=0.288, Synergy_Bliss=-0.291, Synergy_Loewe=-37.9, Synergy_HSA=-0.270. (3) Drug 1: C1=CC(=C2C(=C1NCCNCCO)C(=O)C3=C(C=CC(=C3C2=O)O)O)NCCNCCO. Drug 2: C1=CC=C(C(=C1)C(C2=CC=C(C=C2)Cl)C(Cl)Cl)Cl. Cell line: RXF 393. Synergy scores: CSS=30.6, Synergy_ZIP=-0.277, Synergy_Bliss=4.83, Synergy_Loewe=-14.9, Synergy_HSA=4.49. (4) Drug 1: CC1=C(C(CCC1)(C)C)C=CC(=CC=CC(=CC(=O)O)C)C. Drug 2: CCC1(C2=C(COC1=O)C(=O)N3CC4=CC5=C(C=CC(=C5CN(C)C)O)N=C4C3=C2)O.Cl. Cell line: A549. Synergy scores: CSS=38.5, Synergy_ZIP=3.52, Synergy_Bliss=4.07, Synergy_Loewe=6.35, Synergy_HSA=7.92. (5) Synergy scores: CSS=3.17, Synergy_ZIP=-1.17, Synergy_Bliss=0.600, Synergy_Loewe=-1.57, Synergy_HSA=-0.366. Drug 1: C1CCC(CC1)NC(=O)N(CCCl)N=O. Drug 2: C1=NC2=C(N=C(N=C2N1C3C(C(C(O3)CO)O)O)F)N. Cell line: OVCAR-4.